From a dataset of Full USPTO retrosynthesis dataset with 1.9M reactions from patents (1976-2016). Predict the reactants needed to synthesize the given product. Given the product [C:71]([CH:53]([OH:52])[C@H:54]1[O:67][C@@H:60]([N:4]2[CH:3]=[C:2]([CH3:1])[C:8](=[O:9])[NH:7][C:5]2=[O:6])[CH2:61][C@@H:55]1[OH:79])#[CH:72], predict the reactants needed to synthesize it. The reactants are: [CH3:1][C:2]1[C:8](=[O:9])[NH:7][C:5](=[O:6])[N:4]([C@@H]2[C@H]3C[C@@]3(CO)[C@@H](O)C2)[CH:3]=1.CC1C(=O)NC(=O)N([C@@]23C[C@H](O)[C@@H](CO)[C@@H]2C3)C=1.CCCCCCCCCCCCCC([O:52][C@H:53]1[C@@:71]2(OC(C)=O)[C:72](C)(C)[C@H]2[C@@H]2C=C(CO)C[C@:60]3([OH:67])C(=O)C(C)=C[C@H:61]3[C@@:55]2([OH:79])[C@@H:54]1C)=O.